Dataset: Full USPTO retrosynthesis dataset with 1.9M reactions from patents (1976-2016). Task: Predict the reactants needed to synthesize the given product. (1) Given the product [CH2:1]([C:8]1[CH:9]=[N:10][C:11]2[C:16]([C:17]=1[C:18]1[CH:19]=[C:20]([CH:21]=[CH:22][CH:23]=1)[O:24][C:30]1[CH:31]=[C:32]([CH:37]=[CH:38][CH:39]=1)[C:33]([O:35][CH3:36])=[O:34])=[CH:15][CH:14]=[CH:13][C:12]=2[C:25]([F:28])([F:26])[F:27])[C:2]1[CH:3]=[CH:4][CH:5]=[CH:6][CH:7]=1, predict the reactants needed to synthesize it. The reactants are: [CH2:1]([C:8]1[CH:9]=[N:10][C:11]2[C:16]([C:17]=1[C:18]1[CH:19]=[C:20]([OH:24])[CH:21]=[CH:22][CH:23]=1)=[CH:15][CH:14]=[CH:13][C:12]=2[C:25]([F:28])([F:27])[F:26])[C:2]1[CH:7]=[CH:6][CH:5]=[CH:4][CH:3]=1.Br[C:30]1[CH:31]=[C:32]([CH:37]=[CH:38][CH:39]=1)[C:33]([O:35][CH3:36])=[O:34].C([O-])([O-])=O.[K+].[K+]. (2) Given the product [C:49]([O:28][C:25]1[CH:24]=[CH:23][C:22]([CH2:21][C@@H:20]2[N:15]3[CH:16]([N:11]([C:9](=[O:10])[NH:8][CH2:1][C:2]4[CH:3]=[CH:4][CH:5]=[CH:6][CH:7]=4)[N:12]([CH3:43])[CH2:13][C:14]3=[O:42])[C@H:17]([CH3:41])[N:18]([CH2:30][C:31]3[CH:32]=[CH:33][CH:34]=[C:35]4[C:40]=3[N:39]=[CH:38][CH:37]=[CH:36]4)[C:19]2=[O:29])=[CH:27][CH:26]=1)(=[O:58])[CH2:50][CH2:51][CH2:52][CH2:53][CH2:54][CH2:55][CH2:56][CH3:57], predict the reactants needed to synthesize it. The reactants are: [CH2:1]([NH:8][C:9]([N:11]1[CH:16]2[C@H:17]([CH3:41])[N:18]([CH2:30][C:31]3[CH:32]=[CH:33][CH:34]=[C:35]4[C:40]=3[N:39]=[CH:38][CH:37]=[CH:36]4)[C:19](=[O:29])[C@H:20]([CH2:21][C:22]3[CH:27]=[CH:26][C:25]([OH:28])=[CH:24][CH:23]=3)[N:15]2[C:14](=[O:42])[CH2:13][N:12]1[CH3:43])=[O:10])[C:2]1[CH:7]=[CH:6][CH:5]=[CH:4][CH:3]=1.C1COCC1.[C:49](Cl)(=[O:58])[CH2:50][CH2:51][CH2:52][CH2:53][CH2:54][CH2:55][CH2:56][CH3:57].C(N(CC)CC)C. (3) Given the product [Br:14][C:15]1[CH:16]=[C:17]([C:28]([NH:1][CH2:2][C:3]2[C:8]([O:9][CH3:10])=[N:7][C:6]([CH2:11][OH:12])=[CH:5][C:4]=2[CH3:13])=[O:29])[C:18]2[C:19]([CH3:27])=[CH:20][N:21]([CH:24]([CH3:25])[CH3:26])[C:22]=2[CH:23]=1, predict the reactants needed to synthesize it. The reactants are: [NH2:1][CH2:2][C:3]1[C:4]([CH3:13])=[CH:5][C:6]([CH2:11][OH:12])=[N:7][C:8]=1[O:9][CH3:10].[Br:14][C:15]1[CH:16]=[C:17]([C:28](O)=[O:29])[C:18]2[C:19]([CH3:27])=[CH:20][N:21]([CH:24]([CH3:26])[CH3:25])[C:22]=2[CH:23]=1.C1C=NC2N(O)N=NC=2C=1.C(Cl)CCl. (4) Given the product [CH3:12][C:9]1[CH:10]=[CH:11][C:6]([NH:5][C:3]([NH2:2])=[S:4])=[CH:7][CH:8]=1, predict the reactants needed to synthesize it. The reactants are: [NH4+].[N:2]#[C:3][S-:4].[NH2:5][C:6]1[CH:11]=[CH:10][C:9]([CH3:12])=[CH:8][CH:7]=1. (5) Given the product [O:31]=[C:3]1[NH:28][C:6]2([CH2:14][C:13]3[N:12]([CH2:15][O:16][CH2:17][CH2:18][Si:19]([CH3:21])([CH3:22])[CH3:20])[N:11]=[C:10]([C:23]([O:25][CH2:26][CH3:27])=[O:24])[C:9]=3[CH2:8][CH2:7]2)[CH2:5][CH2:4]1, predict the reactants needed to synthesize it. The reactants are: CO[C:3](=[O:31])[CH2:4][CH2:5][C:6]1([N+:28]([O-])=O)[CH2:14][C:13]2[N:12]([CH2:15][O:16][CH2:17][CH2:18][Si:19]([CH3:22])([CH3:21])[CH3:20])[N:11]=[C:10]([C:23]([O:25][CH2:26][CH3:27])=[O:24])[C:9]=2[CH2:8][CH2:7]1.C([O-])=O.[NH4+].CO.C(O)C. (6) Given the product [N:19]([CH:6]1[CH2:11][CH2:10][CH2:9][N:8]([C:12]([O:14][C:15]([CH3:18])([CH3:17])[CH3:16])=[O:13])[CH2:7]1)=[N+:20]=[N-:21], predict the reactants needed to synthesize it. The reactants are: CS(O[CH:6]1[CH2:11][CH2:10][CH2:9][N:8]([C:12]([O:14][C:15]([CH3:18])([CH3:17])[CH3:16])=[O:13])[CH2:7]1)(=O)=O.[N-:19]=[N+:20]=[N-:21].[Na+]. (7) Given the product [CH2:1]([O:8][CH2:9][CH2:10][NH2:11])[C:2]1[CH:7]=[CH:6][CH:5]=[CH:4][CH:3]=1, predict the reactants needed to synthesize it. The reactants are: [CH2:1]([O:8][CH2:9][CH2:10][N:11]1C(=O)C2C(=CC=CC=2)C1=O)[C:2]1[CH:7]=[CH:6][CH:5]=[CH:4][CH:3]=1.NN. (8) The reactants are: [CH3:1][N:2]1[C:11]([CH3:18])([C:12]2[CH:17]=[CH:16][CH:15]=[CH:14][CH:13]=2)[C:10]2[C:5](=[CH:6][CH:7]=[CH:8][CH:9]=2)[NH:4][C:3]1=[O:19].C1C(=O)N([Br:27])C(=O)C1. Given the product [Br:27][C:8]1[CH:9]=[C:10]2[C:5](=[CH:6][CH:7]=1)[NH:4][C:3](=[O:19])[N:2]([CH3:1])[C:11]2([CH3:18])[C:12]1[CH:13]=[CH:14][CH:15]=[CH:16][CH:17]=1, predict the reactants needed to synthesize it. (9) Given the product [OH:18][C:19]1[CH:24]=[C:23]([C:2]2[C:11]3[C:6](=[C:7]([C:12]([F:15])([F:14])[F:13])[CH:8]=[CH:9][CH:10]=3)[N:5]=[CH:4][C:3]=2[C:16]#[N:17])[CH:22]=[CH:21][CH:20]=1, predict the reactants needed to synthesize it. The reactants are: Cl[C:2]1[C:11]2[C:6](=[C:7]([C:12]([F:15])([F:14])[F:13])[CH:8]=[CH:9][CH:10]=2)[N:5]=[CH:4][C:3]=1[C:16]#[N:17].[OH:18][C:19]1[CH:20]=[C:21](B(O)O)[CH:22]=[CH:23][CH:24]=1.